Dataset: Catalyst prediction with 721,799 reactions and 888 catalyst types from USPTO. Task: Predict which catalyst facilitates the given reaction. (1) Reactant: [C:1]([C:7]1[CH:17]=[CH:16][C:10]([C:11]([O:13]CC)=[O:12])=[CH:9][CH:8]=1)(=[O:6])[C:2]([CH3:5])([CH3:4])[CH3:3].C1COCC1.[OH-].[Na+]. Product: [C:1]([C:7]1[CH:8]=[CH:9][C:10]([C:11]([OH:13])=[O:12])=[CH:16][CH:17]=1)(=[O:6])[C:2]([CH3:5])([CH3:4])[CH3:3]. The catalyst class is: 5. (2) Reactant: [NH3:1].[CH2:2]([O:4][C:5]([C:7]1[C:8]2[S:16][CH:15]=[C:14]([CH2:17][O:18][C:19]3[CH:24]=[C:23]([C:25]4[O:26][C:27]([C:30]5[CH:35]=[CH:34][C:33]([Cl:36])=[CH:32][CH:31]=5)=[N:28][N:29]=4)[CH:22]=[CH:21][C:20]=3[CH3:37])[C:9]=2[C:10](Cl)=[N:11][CH:12]=1)=[O:6])[CH3:3]. Product: [CH2:2]([O:4][C:5]([C:7]1[C:8]2[S:16][CH:15]=[C:14]([CH2:17][O:18][C:19]3[CH:24]=[C:23]([C:25]4[O:26][C:27]([C:30]5[CH:35]=[CH:34][C:33]([Cl:36])=[CH:32][CH:31]=5)=[N:28][N:29]=4)[CH:22]=[CH:21][C:20]=3[CH3:37])[C:9]=2[C:10]([NH2:1])=[N:11][CH:12]=1)=[O:6])[CH3:3]. The catalyst class is: 41. (3) Reactant: C([O:9][CH2:10][CH2:11][O:12][CH2:13][CH2:14][N:15]1[C:23]2[C:22](Cl)=[N:21][CH:20]=[N:19][C:18]=2[CH:17]=[CH:16]1)(=O)C1C=CC=CC=1.[C:25]([C:29]1[CH:30]=[C:31]([CH:41]=[CH:42][CH:43]=1)[O:32][C:33]1[CH:39]=[CH:38][C:36]([NH2:37])=[CH:35][C:34]=1[Cl:40])([CH3:28])([CH3:27])[CH3:26].C(O)(C)C.[OH-].[Na+]. Product: [C:25]([C:29]1[CH:30]=[C:31]([CH:41]=[CH:42][CH:43]=1)[O:32][C:33]1[CH:39]=[CH:38][C:36]([NH:37][C:22]2[C:23]3[N:15]([CH2:14][CH2:13][O:12][CH2:11][CH2:10][OH:9])[CH:16]=[CH:17][C:18]=3[N:19]=[CH:20][N:21]=2)=[CH:35][C:34]=1[Cl:40])([CH3:28])([CH3:26])[CH3:27]. The catalyst class is: 83. (4) Reactant: [F:1][C:2]1[CH:7]=[C:6]([O:8][C:9]2[CH:14]=[CH:13][N:12]=[C:11]([NH:15][C:16]([N:18]3[CH2:22][CH2:21][C@@H:20]([OH:23])[CH2:19]3)=[O:17])[CH:10]=2)[C:5]([F:24])=[CH:4][C:3]=1[NH:25][C:26]([C:28]1([C:31]([O:33]CC2C=CC=CC=2)=[O:32])[CH2:30][CH2:29]1)=[O:27].CO.[H][H].[CH2:45]([N:47]([CH2:50][CH3:51])[CH2:48][CH3:49])[CH3:46]. Product: [CH2:45]([N:47]([CH2:50][CH3:51])[CH2:48][CH3:49])[CH3:46].[F:1][C:2]1[CH:7]=[C:6]([O:8][C:9]2[CH:14]=[CH:13][N:12]=[C:11]([NH:15][C:16]([N:18]3[CH2:22][CH2:21][C@@H:20]([OH:23])[CH2:19]3)=[O:17])[CH:10]=2)[C:5]([F:24])=[CH:4][C:3]=1[NH:25][C:26]([C:28]1([C:31]([OH:33])=[O:32])[CH2:29][CH2:30]1)=[O:27]. The catalyst class is: 312.